This data is from Reaction yield outcomes from USPTO patents with 853,638 reactions. The task is: Predict the reaction yield, written as a fraction of the theoretical maximum amount of product (1.0 means a 100% yield; for example, 0.34 means a 34% yield). (1) The reactants are Cl[C:2]1[CH:7]=[C:6]([Cl:8])[N:5]=[CH:4][N:3]=1.[NH2:9][C:10]1[CH:11]=[C:12]([CH:17]=[CH:18][C:19]=1[CH3:20])[C:13]([NH:15][CH3:16])=[O:14].CCN(C(C)C)C(C)C. The catalyst is O1CCOCC1. The product is [Cl:8][C:6]1[N:5]=[CH:4][N:3]=[C:2]([NH:9][C:10]2[CH:11]=[C:12]([CH:17]=[CH:18][C:19]=2[CH3:20])[C:13]([NH:15][CH3:16])=[O:14])[CH:7]=1. The yield is 0.430. (2) The reactants are [Cl-].O[NH3+:3].[C:4](=[O:7])([O-])[OH:5].[Na+].CS(C)=O.[CH3:13][C:14]1[N:15]([CH2:39][C:40]2[S:41][CH:42]=[CH:43][CH:44]=2)[C:16](=[O:38])[C:17]([CH2:23][C:24]2[CH:29]=[CH:28][C:27]([C:30]3[C:31]([C:36]#[N:37])=[CH:32][CH:33]=[CH:34][CH:35]=3)=[CH:26][CH:25]=2)=[C:18]([CH2:20][CH2:21][CH3:22])[N:19]=1. The catalyst is C(OCC)(=O)C. The product is [CH3:13][C:14]1[N:15]([CH2:39][C:40]2[S:41][CH:42]=[CH:43][CH:44]=2)[C:16](=[O:38])[C:17]([CH2:23][C:24]2[CH:25]=[CH:26][C:27]([C:30]3[CH:35]=[CH:34][CH:33]=[CH:32][C:31]=3[C:36]3[NH:3][C:4](=[O:7])[O:5][N:37]=3)=[CH:28][CH:29]=2)=[C:18]([CH2:20][CH2:21][CH3:22])[N:19]=1. The yield is 0.460. (3) The reactants are [CH2:1]([NH2:3])C.[CH:4]([N:7]([CH:10]([CH3:12])C)[CH2:8][CH3:9])([CH3:6])C.[F:13][C:14]1[CH:15]=[C:16]([CH2:21][C:22]([OH:24])=O)[CH:17]=[CH:18][C:19]=1[F:20].F[B-](F)(F)F.N1(OC(N(C)C)=[N+](C)C)[C:34]2[CH:35]=[CH:36][CH:37]=[CH:38][C:33]=2N=N1. The catalyst is C(#N)C. The product is [F:13][C:14]1[CH:15]=[C:16]([CH2:21][C:22]([N:3]([CH3:1])[C@@H:12]([C:33]2[CH:38]=[CH:37][CH:36]=[CH:35][CH:34]=2)[CH2:10][N:7]2[CH2:4][CH2:6][CH2:9][CH2:8]2)=[O:24])[CH:17]=[CH:18][C:19]=1[F:20]. The yield is 0.430. (4) The reactants are [CH3:1][O:2][C:3]1[CH:8]=[CH:7][C:6]([C:9](=[O:17])[CH2:10][C:11]2[CH:12]=[N:13][CH:14]=[CH:15][CH:16]=2)=[CH:5][CH:4]=1.[Br:18]Br.O. The catalyst is C(O)(=O)C. The product is [BrH:18].[Br:18][CH:10]([C:11]1[CH:12]=[N:13][CH:14]=[CH:15][CH:16]=1)[C:9]([C:6]1[CH:5]=[CH:4][C:3]([O:2][CH3:1])=[CH:8][CH:7]=1)=[O:17]. The yield is 0.890. (5) The reactants are Cl.C(OC([N:9]1[CH2:14][CH2:13][CH:12]([C:15]([N:17]2[CH2:26][CH2:25][C:24]3[C:19](=[CH:20][C:21]([O:29][CH3:30])=[C:22]([O:27][CH3:28])[CH:23]=3)[CH2:18]2)=[O:16])[CH2:11][CH2:10]1)=O)(C)(C)C. The product is [CH3:28][O:27][C:22]1[CH:23]=[C:24]2[C:19](=[CH:20][C:21]=1[O:29][CH3:30])[CH2:18][N:17]([C:15]([CH:12]1[CH2:13][CH2:14][NH:9][CH2:10][CH2:11]1)=[O:16])[CH2:26][CH2:25]2. The catalyst is CCOCC.C(OCC)(=O)C. The yield is 0.950. (6) The yield is 0.660. The reactants are N[C:2]1[CH:7]=[CH:6][CH:5]=[CH:4][CH:3]=1.[ClH:8].N([O-])=O.[Na+].[C:13]([O:17][CH3:18])(=[O:16])[CH:14]=[CH2:15]. The catalyst is CC(C)=O.O.[Cu]Cl. The product is [Cl:8][CH:14]([CH2:15][C:2]1[CH:7]=[CH:6][CH:5]=[CH:4][CH:3]=1)[C:13]([O:17][CH3:18])=[O:16].